From a dataset of Forward reaction prediction with 1.9M reactions from USPTO patents (1976-2016). Predict the product of the given reaction. (1) Given the reactants [C:1]([O:5][C:6]([CH3:9])([CH3:8])[CH3:7])(=[O:4])[CH:2]=[CH2:3].C(N(C(C)C)CC)(C)C.CC1C=CC=CC=1P(C1C=CC=CC=1C)C1C=CC=CC=1C.Br[C:42]1[CH:58]=[N:57][C:45]2[NH:46][C:47](=[O:56])[N:48]([CH2:50][C:51]([O:53][CH2:54][CH3:55])=[O:52])[CH2:49][C:44]=2[CH:43]=1, predict the reaction product. The product is: [CH2:54]([O:53][C:51](=[O:52])[CH2:50][N:48]1[CH2:49][C:44]2[CH:43]=[C:42](/[CH:3]=[CH:2]/[C:1]([O:5][C:6]([CH3:9])([CH3:8])[CH3:7])=[O:4])[CH:58]=[N:57][C:45]=2[NH:46][C:47]1=[O:56])[CH3:55]. (2) Given the reactants [CH2:1]([O:8][C:9]1[CH:10]=[C:11]([C:15](=[O:19])/[CH:16]=[CH:17]/[CH3:18])[CH:12]=[CH:13][CH:14]=1)[C:2]1[CH:7]=[CH:6][CH:5]=[CH:4][CH:3]=1.[I-].[CH3:21][S+](C)(C)=O.C1CCN2C(=NCCC2)CC1, predict the reaction product. The product is: [CH2:1]([O:8][C:9]1[CH:10]=[C:11]([C:15]([CH:16]2[CH2:18][CH:17]2[CH3:21])=[O:19])[CH:12]=[CH:13][CH:14]=1)[C:2]1[CH:3]=[CH:4][CH:5]=[CH:6][CH:7]=1. (3) Given the reactants [CH2:1]([N:4]([CH2:8][C:9]#[CH:10])[CH2:5][C:6]#[CH:7])[C:2]#[CH:3].[CH2:11]([O:23][C:24]1[CH:31]=[CH:30][C:27]([CH2:28][Br:29])=[CH:26][CH:25]=1)[CH2:12][CH2:13][CH2:14][CH2:15][CH2:16][CH2:17][CH2:18][CH2:19][CH2:20][CH2:21][CH3:22], predict the reaction product. The product is: [Br-:29].[CH2:11]([O:23][C:24]1[CH:31]=[CH:30][C:27]([CH2:28][N+:4]([CH2:8][C:9]#[CH:10])([CH2:5][C:6]#[CH:7])[CH2:1][C:2]#[CH:3])=[CH:26][CH:25]=1)[CH2:12][CH2:13][CH2:14][CH2:15][CH2:16][CH2:17][CH2:18][CH2:19][CH2:20][CH2:21][CH3:22]. (4) Given the reactants Cl[C:2]1[C:11]([CH:12]=[O:13])=[CH:10][C:9]2[C:4](=[CH:5][CH:6]=[CH:7][CH:8]=2)[N:3]=1.[CH2:14]([NH:16][CH2:17][C@H:18]1[CH2:23][CH2:22][C@H:21]([CH2:24][C:25]([O:27][CH2:28][CH3:29])=[O:26])[CH2:20][CH2:19]1)[CH3:15].C(=O)([O-])[O-].[K+].[K+].[BH4-].[Na+].[Cl-].[NH4+], predict the reaction product. The product is: [CH2:14]([N:16]([CH2:17][C@H:18]1[CH2:23][CH2:22][C@H:21]([CH2:24][C:25]([O:27][CH2:28][CH3:29])=[O:26])[CH2:20][CH2:19]1)[C:2]1[C:11]([CH2:12][OH:13])=[CH:10][C:9]2[C:4](=[CH:5][CH:6]=[CH:7][CH:8]=2)[N:3]=1)[CH3:15]. (5) Given the reactants [F:1][C:2]1[CH:7]=[CH:6][C:5]([NH:8][C:9]2[C:10]3[C:17]([CH3:18])=[C:16]([C:19]([NH2:21])=[O:20])[S:15][C:11]=3[N:12]=[CH:13][N:14]=2)=[C:4]([O:22][C@@H:23]2[CH2:28][CH2:27][CH2:26][NH:25][CH2:24]2)[CH:3]=1.FC(F)(F)[CH2:31][O:32]S(C(F)(F)F)(=O)=O, predict the reaction product. The product is: [F:1][C:2]1[CH:7]=[CH:6][C:5]([NH:8][C:9]2[C:10]3[C:17]([CH3:18])=[C:16]([C:19]([NH2:21])=[O:20])[S:15][C:11]=3[N:12]=[CH:13][N:14]=2)=[C:4]([O:22][C@@H:23]2[CH2:28][CH2:27][CH2:26][N:25]([CH2:10][C:9]3[N:14]=[CH:31][O:32][N:8]=3)[CH2:24]2)[CH:3]=1. (6) The product is: [CH3:43][N:23]1[CH:22]([C:15]2[CH:16]=[CH:17][C:18]([C:20]#[N:21])=[CH:19][C:14]=2[C:11]2[CH2:12][CH2:13][NH:8][CH2:9][CH:10]=2)[C:27]2[C:28](=[O:31])[CH2:29][CH2:30][C:26]=2[N:25]([C:32]2[CH:37]=[CH:36][N:35]=[C:34]([C:38]([F:41])([F:40])[F:39])[CH:33]=2)[C:24]1=[O:42]. Given the reactants C(OC([N:8]1[CH2:13][CH:12]=[C:11]([C:14]2[CH:19]=[C:18]([C:20]#[N:21])[CH:17]=[CH:16][C:15]=2[CH:22]2[C:27]3[C:28](=[O:31])[CH2:29][CH2:30][C:26]=3[N:25]([C:32]3[CH:37]=[CH:36][N:35]=[C:34]([C:38]([F:41])([F:40])[F:39])[CH:33]=3)[C:24](=[O:42])[N:23]2[CH3:43])[CH2:10][CH2:9]1)=O)(C)(C)C, predict the reaction product.